This data is from Full USPTO retrosynthesis dataset with 1.9M reactions from patents (1976-2016). The task is: Predict the reactants needed to synthesize the given product. (1) Given the product [CH2:12]=[C:16]1[C:15]2[C:14](=[CH:28][CH:29]=[CH:30][CH:17]=2)[CH2:26][NH:24][CH2:23]1, predict the reactants needed to synthesize it. The reactants are: O1[CH:12]=[CH:16][CH:15]=[C:14]1P([C:12]1O[CH:14]=[CH:15][CH:16]=1)[C:12]1O[CH:14]=[CH:15][CH:16]=1.[C:17]([O-])([O-])=O.[K+].[K+].[CH3:23][N:24]([CH:26]=O)C.[CH2:28]=[C:29]=[CH2:30]. (2) The reactants are: Cl[CH:2]1[NH+:11]2[CH2:12][CH2:13][C:14]3[C:19]([C:10]2=[C:9]([CH3:23])[C:8]2[CH:7]=[CH:6][C:5]([O:24][CH3:25])=[C:4]([O:26][CH3:27])[C:3]1=2)=[CH:18][C:17]1[O:20][CH2:21][O:22][C:16]=1[CH:15]=3.[Cl-].[CH2:29]([Mg]Br)[CH3:30].O1CC[CH2:35][CH2:34]1. Given the product [CH2:34]([C:2]1([CH2:29][CH3:30])[N:11]2[CH2:12][CH2:13][C:14]3[C:19]([C:10]2=[C:9]([CH3:23])[C:8]2[CH:7]=[CH:6][C:5]([O:24][CH3:25])=[C:4]([O:26][CH3:27])[C:3]1=2)=[CH:18][C:17]1[O:20][CH2:21][O:22][C:16]=1[CH:15]=3)[CH3:35], predict the reactants needed to synthesize it.